From a dataset of Catalyst prediction with 721,799 reactions and 888 catalyst types from USPTO. Predict which catalyst facilitates the given reaction. (1) Reactant: Br[CH2:2][C:3]([C:5]1[CH:10]=[CH:9][C:8]([OH:11])=[CH:7][CH:6]=1)=[O:4].[CH2:12]([C:19]1([OH:26])[CH2:25][C:21]2([CH2:24][NH:23][CH2:22]2)[CH2:20]1)[C:13]1[CH:18]=[CH:17][CH:16]=[CH:15][CH:14]=1.C(=O)([O-])[O-].[K+].[K+]. Product: [CH2:12]([C:19]1([OH:26])[CH2:25][C:21]2([CH2:24][N:23]([CH2:2][C:3]([C:5]3[CH:10]=[CH:9][C:8]([OH:11])=[CH:7][CH:6]=3)=[O:4])[CH2:22]2)[CH2:20]1)[C:13]1[CH:14]=[CH:15][CH:16]=[CH:17][CH:18]=1. The catalyst class is: 9. (2) Reactant: [C@@H:1]12[O:7][C@@H:4]([CH:5]=[CH:6]1)[CH2:3][C@H:2]2[C:8]([O:10][CH2:11][CH3:12])=[O:9]. Product: [C@@H:1]12[O:7][C@@H:4]([CH2:5][CH2:6]1)[CH2:3][C@H:2]2[C:8]([O:10][CH2:11][CH3:12])=[O:9]. The catalyst class is: 63. (3) Reactant: [Cl:1][C:2]1[CH:3]=[C:4]([C:9]2([C:22]([F:25])([F:24])[F:23])[O:13][N:12]=[C:11]([C:14]3[CH:15]=[CH:16][C:17]([CH3:21])=[C:18]([CH:20]=3)[NH2:19])[CH2:10]2)[CH:5]=[C:6]([Cl:8])[CH:7]=1.[C:26]1([CH3:35])[C:27]([C:32](O)=[O:33])=[CH:28][CH:29]=[CH:30][CH:31]=1.Cl.C(N(CC)CCCN=C=NCC)C.C(=O)([O-])O.[Na+]. Product: [Cl:1][C:2]1[CH:3]=[C:4]([C:9]2([C:22]([F:23])([F:25])[F:24])[O:13][N:12]=[C:11]([C:14]3[CH:15]=[CH:16][C:17]([CH3:21])=[C:18]([NH:19][C:32](=[O:33])[C:27]4[CH:28]=[CH:29][CH:30]=[CH:31][C:26]=4[CH3:35])[CH:20]=3)[CH2:10]2)[CH:5]=[C:6]([Cl:8])[CH:7]=1. The catalyst class is: 9. (4) Reactant: Br[C:2]1[CH:3]=[N:4][C:5]([O:8][C:9]2[C:10]([F:26])=[C:11]([C:19]3[N:20]=[CH:21][C:22]([NH2:25])=[N:23][CH:24]=3)[CH:12]=[CH:13][C:14]=2[CH:15]2[CH2:18][CH2:17][CH2:16]2)=[N:6][CH:7]=1.CC1(C)C(C)(C)OB([C:35]2[CH:36]=[N:37][C:38]([NH2:41])=[N:39][CH:40]=2)O1.O1CCOCC1.C([O-])([O-])=O.[Na+].[Na+]. Product: [NH2:25][C:22]1[N:23]=[CH:24][C:19]([C:11]2[C:10]([F:26])=[C:9]([C:14]([CH:15]3[CH2:18][CH2:17][CH2:16]3)=[CH:13][CH:12]=2)[O:8][C:5]2[N:4]=[CH:3][C:2]([C:35]3[CH:36]=[N:37][C:38]([NH2:41])=[N:39][CH:40]=3)=[CH:7][N:6]=2)=[N:20][CH:21]=1. The catalyst class is: 587. (5) Reactant: Cl[CH2:2][CH2:3][CH2:4][C:5](=[O:7])[CH3:6].[NH3:8]. Product: [CH3:6][C:5]([CH:4]1[CH2:2][CH2:3]1)=[O:7].[CH3:6][C:5]1[CH2:4][CH2:3][CH2:2][N:8]=1. The catalyst class is: 5. (6) The catalyst class is: 11. Product: [Br:13][C:10]1[CH:9]=[CH:8][C:6]([NH2:7])=[CH:5][C:4]=1[O:3][C:2]([F:11])([F:12])[F:1].[Br:13][C:8]1[CH:9]=[CH:10][C:4]([O:3][C:2]([F:11])([F:12])[F:1])=[CH:5][C:6]=1[NH2:7]. Reactant: [F:1][C:2]([F:12])([F:11])[O:3][C:4]1[CH:5]=[C:6]([CH:8]=[CH:9][CH:10]=1)[NH2:7].[Br:13]N1C(=O)CCC1=O. (7) Reactant: [N+:1]([C:4]1[CH:5]=[C:6]([CH:8]=[CH:9][CH:10]=1)[NH2:7])([O-:3])=[O:2].C(N(CC)CC)C.[C:18](Cl)(=[O:25])[C:19]1[CH:24]=[CH:23][CH:22]=[CH:21][CH:20]=1.C(OCC)(=O)C. Product: [C:18]([NH:7][C:6]1[CH:8]=[CH:9][CH:10]=[C:4]([N+:1]([O-:3])=[O:2])[CH:5]=1)(=[O:25])[C:19]1[CH:24]=[CH:23][CH:22]=[CH:21][CH:20]=1. The catalyst class is: 46. (8) Reactant: [NH:1]1[CH2:6][CH:5]=[C:4]([C:7]2[N:11]3[C:12]4[C:17]([N:18]=[C:19]([NH:20][CH2:21][CH2:22][CH2:23][OH:24])[C:10]3=[N:9][CH:8]=2)=[CH:16][C:15]([C:25]([F:28])([F:27])[F:26])=[CH:14][CH:13]=4)[CH2:3][CH2:2]1.[S:29](Cl)([CH3:32])(=[O:31])=[O:30].C(#N)C. Product: [CH3:32][S:29]([N:1]1[CH2:2][CH:3]=[C:4]([C:7]2[N:11]3[C:12]4[C:17]([N:18]=[C:19]([NH:20][CH2:21][CH2:22][CH2:23][OH:24])[C:10]3=[N:9][CH:8]=2)=[CH:16][C:15]([C:25]([F:26])([F:28])[F:27])=[CH:14][CH:13]=4)[CH2:5][CH2:6]1)(=[O:31])=[O:30]. The catalyst class is: 4.